Dataset: Human liver microsome stability data. Task: Regression/Classification. Given a drug SMILES string, predict its absorption, distribution, metabolism, or excretion properties. Task type varies by dataset: regression for continuous measurements (e.g., permeability, clearance, half-life) or binary classification for categorical outcomes (e.g., BBB penetration, CYP inhibition). Dataset: hlm. (1) The drug is CCN(CC)CCNc1cc(-c2ccc(C(F)(F)F)cc2)c(C#N)c2nc3ccccc3n12. The result is 1 (stable in human liver microsomes). (2) The drug is O=C(NCCCN1CCCC1=O)c1cnc(NCc2cccc(Cl)c2)nc1NC1CCCC1. The result is 1 (stable in human liver microsomes). (3) The result is 1 (stable in human liver microsomes). The molecule is O=C(N[C@H](Cc1c[nH]c2ccccc12)C(=O)Nc1ccncc1)c1ccc(N2CCN(c3ccc(C(F)(F)F)cn3)CC2)cc1F. (4) The compound is CCCC(=O)c1cc(C#N)c(N2CCC(C(=O)NS(=O)(=O)Cc3ccccc3)CC2)nc1C. The result is 0 (unstable in human liver microsomes). (5) The compound is CCc1cc(-c2ccc(C(F)(F)F)o2)n(-c2ccc3c(c2)nc(-c2cc(C(=O)N4CCCC4)ccc2O)n3Cc2cnc(O)c(C)c2)n1. The result is 1 (stable in human liver microsomes). (6) The compound is [2H]C([2H])([2H])N(C[C@H]1CCCC[C@]1(O)c1cccc(O)c1)C([2H])([2H])[2H]. The result is 0 (unstable in human liver microsomes).